Task: Predict the reactants needed to synthesize the given product.. Dataset: Full USPTO retrosynthesis dataset with 1.9M reactions from patents (1976-2016) (1) Given the product [NH2:12][C@H:9]1[CH2:10][CH2:11][N:7]([C:14]2[CH:23]=[CH:22][C:17]([C:18]([O:20][CH3:21])=[O:19])=[CH:16][CH:15]=2)[CH2:8]1, predict the reactants needed to synthesize it. The reactants are: C([O-])([O-])=O.[K+].[K+].[NH:7]1[CH2:11][CH2:10][C@H:9]([NH2:12])[CH2:8]1.F[C:14]1[CH:23]=[CH:22][C:17]([C:18]([O:20][CH3:21])=[O:19])=[CH:16][CH:15]=1. (2) Given the product [C:1]([O:5][C:6]([N:8]1[CH2:15][CH:14]2[N:16]([C:17]([O:19][C:20]([CH3:22])([CH3:21])[CH3:23])=[O:18])[CH:10]([CH2:11][C:12]([C:40]3[S:41][C:42]([CH2:46][CH2:47][OH:48])=[C:43]([CH3:45])[N:44]=3)=[C:13]2[C:24](=[O:39])[N:25]([CH:36]2[CH2:38][CH2:37]2)[CH2:26][C:27]2[CH:32]=[CH:31][CH:30]=[C:29]([O:33][CH3:34])[C:28]=2[CH3:35])[CH2:9]1)=[O:7])([CH3:4])([CH3:2])[CH3:3], predict the reactants needed to synthesize it. The reactants are: [C:1]([O:5][C:6]([N:8]1[CH2:15][CH:14]2[N:16]([C:17]([O:19][C:20]([CH3:23])([CH3:22])[CH3:21])=[O:18])[CH:10]([CH2:11][C:12]([C:40]3[S:41][C:42]([CH2:46][CH2:47][O:48][Si](C(C)(C)C)(C)C)=[C:43]([CH3:45])[N:44]=3)=[C:13]2[C:24](=[O:39])[N:25]([CH:36]2[CH2:38][CH2:37]2)[CH2:26][C:27]2[CH:32]=[CH:31][CH:30]=[C:29]([O:33][CH3:34])[C:28]=2[CH3:35])[CH2:9]1)=[O:7])([CH3:4])([CH3:3])[CH3:2].CCCC[N+](CCCC)(CCCC)CCCC.[F-]. (3) Given the product [O:1]([CH:2]([CH3:16])[CH2:3][C:4]1[CH:9]=[CH:8][C:7]([C:10]2[O:14][N:13]=[C:12]([OH:15])[CH:11]=2)=[CH:6][CH:5]=1)[C:4]1[CH:9]=[CH:8][CH:7]=[CH:6][CH:5]=1, predict the reactants needed to synthesize it. The reactants are: [OH:1][CH:2]([CH3:16])[CH2:3][C:4]1[CH:9]=[CH:8][C:7]([C:10]2[O:14][N:13]=[C:12]([OH:15])[CH:11]=2)=[CH:6][CH:5]=1.C(=O)(O)[O-].[Na+]. (4) Given the product [C:1](/[C:3](/[N:4]1[CH:8]=[C:7]([C:9]([O:11][CH3:12])=[O:10])[N:6]=[CH:5]1)=[CH:15]\[N:16]([CH3:18])[CH3:17])#[N:2], predict the reactants needed to synthesize it. The reactants are: [C:1]([CH2:3][N:4]1[CH:8]=[C:7]([C:9]([O:11][CH3:12])=[O:10])[N:6]=[CH:5]1)#[N:2].CO[CH:15](OC)[N:16]([CH3:18])[CH3:17]. (5) Given the product [CH3:1][C:2]1[N:3]([CH2:17][O:16][CH2:15][CH2:14][Si:11]([CH3:13])([CH3:12])[CH3:10])[CH:4]=[N:5][CH:6]=1, predict the reactants needed to synthesize it. The reactants are: [CH3:1][C:2]1[N:3]=[CH:4][N:5](C(=O)C)[CH:6]=1.[CH3:10][Si:11]([CH2:14][CH2:15][O:16][CH2:17]Cl)([CH3:13])[CH3:12]. (6) The reactants are: [Cl:1][C:2]1[N:7]=[C:6]([C:8]([C:10]2[C:11](F)=[N:12][CH:13]=[CH:14][CH:15]=2)=[O:9])[C:5]([C:17]([F:20])([F:19])[F:18])=[CH:4][CH:3]=1.[OH-].[NH4+:22]. Given the product [NH2:22][C:11]1[C:10]([C:8]([C:6]2[C:5]([C:17]([F:20])([F:19])[F:18])=[CH:4][CH:3]=[C:2]([Cl:1])[N:7]=2)=[O:9])=[CH:15][CH:14]=[CH:13][N:12]=1, predict the reactants needed to synthesize it. (7) Given the product [F:20][C:21]1[CH:26]=[CH:25][CH:24]=[CH:23][C:22]=1[C:27]1[C:28]([C:33]([N:3]2[CH2:4][C@@H:5]3[C@@H:1]([CH2:6]3)[C@H:2]2[CH2:7][NH:8][C:9]([C:11]2[CH:12]=[CH:13][CH:14]=[C:15]3[O:19][CH:18]=[CH:17][C:16]=23)=[O:10])=[O:34])=[CH:29][CH:30]=[CH:31][CH:32]=1, predict the reactants needed to synthesize it. The reactants are: [C@@H:1]12[CH2:6][C@@H:5]1[CH2:4][NH:3][C@@H:2]2[CH2:7][NH:8][C:9]([C:11]1[CH:12]=[CH:13][CH:14]=[C:15]2[O:19][CH:18]=[CH:17][C:16]=12)=[O:10].[F:20][C:21]1[CH:26]=[CH:25][CH:24]=[CH:23][C:22]=1[C:27]1[C:28]([C:33](O)=[O:34])=[CH:29][CH:30]=[CH:31][CH:32]=1. (8) Given the product [C:3]1([CH:2]([Si:10]([Cl:12])([Cl:11])[Cl:9])[CH3:1])[CH:8]=[CH:7][CH:6]=[CH:5][CH:4]=1, predict the reactants needed to synthesize it. The reactants are: [CH2:1]=[CH:2][C:3]1[CH:8]=[CH:7][CH:6]=[CH:5][CH:4]=1.[Cl:9][SiH:10]([Cl:12])[Cl:11]. (9) Given the product [CH3:20][C:21]1([CH3:37])[C:25]([CH3:27])([CH3:26])[O:24][B:23]([C:7]2[CH2:12][CH:11]([C:13]([F:16])([F:15])[F:14])[CH2:10][C:9](=[O:17])[CH:8]=2)[O:22]1, predict the reactants needed to synthesize it. The reactants are: FC(F)(F)S(O[C:7]1[CH2:12][CH:11]([C:13]([F:16])([F:15])[F:14])[CH2:10][C:9](=[O:17])[CH:8]=1)(=O)=O.[CH3:20][C:21]1([CH3:37])[C:25]([CH3:27])([CH3:26])[O:24][B:23]([B:23]2[O:24][C:25]([CH3:27])([CH3:26])[C:21]([CH3:37])([CH3:20])[O:22]2)[O:22]1.C([O-])(=O)C.[Na+].N#N.C(Cl)Cl. (10) Given the product [CH3:6][O:7][C:8](=[O:19])[C:9]([C:12]1[CH:13]=[CH:14][C:15]([C:2]2[O:1][CH:5]=[CH:4][CH:3]=2)=[CH:16][CH:17]=1)([CH3:11])[CH3:10], predict the reactants needed to synthesize it. The reactants are: [O:1]1[CH:5]=[CH:4][CH:3]=[CH:2]1.[CH3:6][O:7][C:8](=[O:19])[C:9]([C:12]1[CH:17]=[CH:16][C:15](Br)=[CH:14][CH:13]=1)([CH3:11])[CH3:10].